Dataset: Forward reaction prediction with 1.9M reactions from USPTO patents (1976-2016). Task: Predict the product of the given reaction. Given the reactants Br[C:2]1[CH:3]=[N:4][C:5]([C:8]2[CH:13]=[C:12]([CH3:14])[CH:11]=[C:10]([CH3:15])[CH:9]=2)=[N:6][CH:7]=1.[CH3:16][C:17]1[CH:22]=[CH:21][CH:20]=[C:19]([CH3:23])[C:18]=1B(O)O.C(=O)([O-])[O-].[Na+].[Na+].O, predict the reaction product. The product is: [CH3:16][C:17]1[CH:22]=[CH:21][CH:20]=[C:19]([CH3:23])[C:18]=1[C:2]1[CH:3]=[N:4][C:5]([C:8]2[CH:13]=[C:12]([CH3:14])[CH:11]=[C:10]([CH3:15])[CH:9]=2)=[N:6][CH:7]=1.